The task is: Predict which catalyst facilitates the given reaction.. This data is from Catalyst prediction with 721,799 reactions and 888 catalyst types from USPTO. (1) Reactant: [Cl:1][C:2]1[CH:7]=[CH:6][C:5]([C@H:8]([NH:11][S@@](C(C)(C)C)=O)[CH2:9][CH3:10])=[C:4]([F:18])[C:3]=1[O:19][C:20]1[CH:21]=[N:22][C:23]([N+:26]([O-:28])=[O:27])=[CH:24][CH:25]=1. Product: [ClH:1].[Cl:1][C:2]1[CH:7]=[CH:6][C:5]([C@H:8]([NH2:11])[CH2:9][CH3:10])=[C:4]([F:18])[C:3]=1[O:19][C:20]1[CH:21]=[N:22][C:23]([N+:26]([O-:28])=[O:27])=[CH:24][CH:25]=1. The catalyst class is: 89. (2) Reactant: [NH2:1][C:2]1[CH:36]=[CH:35][C:5]([CH2:6][CH:7]2[CH2:11][CH2:10][C@H:9]([C@H:12]([O:20][Si:21]([C:24]([CH3:27])([CH3:26])[CH3:25])([CH3:23])[CH3:22])[C:13]3[CH:18]=[CH:17][CH:16]=[C:15]([F:19])[CH:14]=3)[N:8]2[C:28]([O:30][C:31]([CH3:34])([CH3:33])[CH3:32])=[O:29])=[CH:4][CH:3]=1.[S:37]1[CH:41]=[C:40]([CH:42]([CH3:46])[C:43](O)=[O:44])[N:39]=[CH:38]1.C1C=NC2N(O)N=NC=2C=1.C(Cl)CCl.CCN(C(C)C)C(C)C. Product: [Si:21]([O:20][C@H:12]([C:13]1[CH:18]=[CH:17][CH:16]=[C:15]([F:19])[CH:14]=1)[C@@H:9]1[CH2:10][CH2:11][C@H:7]([CH2:6][C:5]2[CH:4]=[CH:3][C:2]([NH:1][C:43](=[O:44])[CH:42]([C:40]3[N:39]=[CH:38][S:37][CH:41]=3)[CH3:46])=[CH:36][CH:35]=2)[N:8]1[C:28]([O:30][C:31]([CH3:34])([CH3:33])[CH3:32])=[O:29])([C:24]([CH3:27])([CH3:25])[CH3:26])([CH3:23])[CH3:22]. The catalyst class is: 3. (3) Reactant: [C:1]([CH2:4][CH2:5][CH2:6][N:7]([CH3:62])[C@H:8]([C:12]([NH:14][C@H:15]([C:19]([N:21]([C@@H:23]([C@@H:58]([CH3:61])[CH2:59][CH3:60])[C@H:24]([O:56][CH3:57])[CH2:25][C:26]([N:28]1[CH2:32][CH2:31][CH2:30][C@H:29]1[C@H:33]([O:54][CH3:55])[C@@H:34]([CH3:53])[C:35](=[O:52])[NH:36][C@@:37]1([C:46](=[O:51])[NH:47][CH2:48][CH2:49][CH3:50])[CH2:39][C@@H:38]1[C:40]1[CH:45]=[CH:44][CH:43]=[CH:42][CH:41]=1)=[O:27])[CH3:22])=[O:20])[CH:16]([CH3:18])[CH3:17])=[O:13])[CH:9]([CH3:11])[CH3:10])([OH:3])=O.Cl.CN(C)CCCN=C=NCC.O.ON1C2C=CC=CC=2N=N1.C(N(CC)C(C)C)(C)C.[O:95]=[C:96]1[CH:100]=[CH:99][C:98](=[O:101])[N:97]1[CH2:102][CH2:103][CH2:104][CH2:105][CH2:106][C:107]([NH:109][NH2:110])=[O:108]. Product: [O:101]=[C:98]1[CH:99]=[CH:100][C:96](=[O:95])[N:97]1[CH2:102][CH2:103][CH2:104][CH2:105][CH2:106][C:107]([NH:109][NH:110][C:1](=[O:3])[CH2:4][CH2:5][CH2:6][N:7]([CH3:62])[C@H:8]([C:12]([NH:14][C@H:15]([C:19]([N:21]([C@@H:23]([C@@H:58]([CH3:61])[CH2:59][CH3:60])[C@H:24]([O:56][CH3:57])[CH2:25][C:26]([N:28]1[CH2:32][CH2:31][CH2:30][C@H:29]1[C@H:33]([O:54][CH3:55])[C@@H:34]([CH3:53])[C:35](=[O:52])[NH:36][C@@:37]1([C:46](=[O:51])[NH:47][CH2:48][CH2:49][CH3:50])[CH2:39][C@@H:38]1[C:40]1[CH:41]=[CH:42][CH:43]=[CH:44][CH:45]=1)=[O:27])[CH3:22])=[O:20])[CH:16]([CH3:18])[CH3:17])=[O:13])[CH:9]([CH3:11])[CH3:10])=[O:108]. The catalyst class is: 3. (4) Reactant: Cl[C:2]1[C:11]2=[N:12][N:13](CC3C=CC(OC)=CC=3)[CH:14]=[C:10]2[C:9]2[CH:8]=[C:7]([O:24][CH3:25])[CH:6]=[CH:5][C:4]=2[N:3]=1.[CH3:26][S:27]([C:29]1[CH:30]=[C:31]([CH:33]=[CH:34][CH:35]=1)[NH2:32])=[O:28].Cl. Product: [CH3:25][O:24][C:7]1[CH:6]=[CH:5][C:4]2[N:3]=[C:2]([NH:32][C:31]3[CH:33]=[CH:34][CH:35]=[C:29]([S:27]([CH3:26])=[O:28])[CH:30]=3)[C:11]3=[N:12][NH:13][CH:14]=[C:10]3[C:9]=2[CH:8]=1. The catalyst class is: 71. (5) Reactant: Cl[C:2]1[CH:3]=[CH:4][C:5]2[N:6]=[CH:7][N:8]=[C:9]([O:12][CH:13]3[CH2:18][CH2:17][N:16]([C:19]([O:21][C:22]([CH3:25])([CH3:24])[CH3:23])=[O:20])[CH2:15][CH2:14]3)[C:10]=2[N:11]=1.CC1(C)C(C)(C)OB([C:34]2[CH:35]=[C:36]([NH:40][S:41]([C:44]3[CH:49]=[CH:48][CH:47]=[CH:46][CH:45]=3)(=[O:43])=[O:42])[CH:37]=[N:38][CH:39]=2)O1.C(=O)(O)[O-].[Na+]. Product: [C:44]1([S:41]([NH:40][C:36]2[CH:35]=[C:34]([C:2]3[CH:3]=[CH:4][C:5]4[N:6]=[CH:7][N:8]=[C:9]([O:12][CH:13]5[CH2:18][CH2:17][N:16]([C:19]([O:21][C:22]([CH3:25])([CH3:24])[CH3:23])=[O:20])[CH2:15][CH2:14]5)[C:10]=4[N:11]=3)[CH:39]=[N:38][CH:37]=2)(=[O:43])=[O:42])[CH:49]=[CH:48][CH:47]=[CH:46][CH:45]=1. The catalyst class is: 12. (6) Reactant: Cl[C:2]1[C:7]([C:8]([NH:10][C:11]2[C:12]([NH:18][CH2:19][CH3:20])=[N:13][C:14]([F:17])=[CH:15][CH:16]=2)=[O:9])=[CH:6][C:5]([Br:21])=[CH:4][N:3]=1.C[Si]([N-][Si](C)(C)C)(C)C.[Na+].C1COCC1. Product: [Br:21][C:5]1[CH:4]=[N:3][C:2]2[N:18]([CH2:19][CH3:20])[C:12]3[N:13]=[C:14]([F:17])[CH:15]=[CH:16][C:11]=3[NH:10][C:8](=[O:9])[C:7]=2[CH:6]=1. The catalyst class is: 17. (7) Reactant: [Cl:1][C:2]1[N:7]=[CH:6][N:5]=[C:4]([NH2:8])[CH:3]=1.[H-].[Na+].[Cl:11][C:12]1[CH:20]=[CH:19][CH:18]=[C:17]([Cl:21])[C:13]=1[C:14](Cl)=[O:15].CCOCC.CCCCCC. Product: [Cl:1][C:2]1[N:7]=[CH:6][N:5]=[C:4]([NH:8][C:14](=[O:15])[C:13]2[C:12]([Cl:11])=[CH:20][CH:19]=[CH:18][C:17]=2[Cl:21])[CH:3]=1. The catalyst class is: 3.